Predict the reactants needed to synthesize the given product. From a dataset of Full USPTO retrosynthesis dataset with 1.9M reactions from patents (1976-2016). (1) Given the product [F:8][C:4]1[CH:5]=[CH:6][CH:7]=[C:2]([F:1])[C:3]=1[C:9]1[C:18]2[CH:17]=[C:16]([I:19])[CH:15]=[CH:14][C:13]=2[C:12]2[N:20]([S:27]([N:26]([CH3:31])[CH3:25])(=[O:29])=[O:28])[N:21]=[CH:22][C:11]=2[N:10]=1, predict the reactants needed to synthesize it. The reactants are: [F:1][C:2]1[CH:7]=[CH:6][CH:5]=[C:4]([F:8])[C:3]=1[C:9]1[C:18]2[CH:17]=[C:16]([I:19])[CH:15]=[CH:14][C:13]=2[C:12]2[NH:20][N:21]=[CH:22][C:11]=2[N:10]=1.[H-].[Na+].[CH3:25][N:26]([CH3:31])[S:27](Cl)(=[O:29])=[O:28].O. (2) Given the product [C:14]([C:8]1[C:9]([N+:11]([O-:13])=[O:12])=[CH:10][C:5]([OH:4])=[C:6]([Cl:18])[CH:7]=1)([CH3:17])([CH3:15])[CH3:16], predict the reactants needed to synthesize it. The reactants are: [OH-].[K+].C(=O)(OC)[O:4][C:5]1[CH:10]=[C:9]([N+:11]([O-:13])=[O:12])[C:8]([C:14]([CH3:17])([CH3:16])[CH3:15])=[CH:7][C:6]=1[Cl:18].Cl. (3) Given the product [CH3:1][O:2][C:3]1[CH:10]=[CH:9][CH:8]=[CH:7][C:4]=1[CH2:5][O:6][CH2:14][CH2:15][CH2:16][OH:17], predict the reactants needed to synthesize it. The reactants are: [CH3:1][O:2][C:3]1[CH:10]=[CH:9][CH:8]=[CH:7][C:4]=1[CH2:5][OH:6].[H-].[Na+].Br[CH2:14][CH2:15][CH2:16][OH:17]. (4) The reactants are: F[C:2]1[CH:7]=[C:6]([N+:8]([O-:10])=[O:9])[CH:5]=[CH:4][C:3]=1[N:11]1[CH2:15][CH2:14][CH2:13][C@@H:12]1[CH2:16][OH:17].[H-].[Na+]. Given the product [N+:8]([C:6]1[CH:5]=[CH:4][C:3]2[N:11]3[CH2:15][CH2:14][CH2:13][C@@H:12]3[CH2:16][O:17][C:2]=2[CH:7]=1)([O-:10])=[O:9], predict the reactants needed to synthesize it. (5) Given the product [Cl:12][C:13]1[CH:19]=[C:18]([Cl:20])[CH:17]=[C:16]([Cl:21])[C:14]=1[NH:15][C:2]1[CH:7]=[CH:6][CH:5]=[CH:4][C:3]=1[CH2:8][C:9]([OH:11])=[O:10], predict the reactants needed to synthesize it. The reactants are: Br[C:2]1[CH:7]=[CH:6][CH:5]=[CH:4][C:3]=1[CH2:8][C:9]([OH:11])=[O:10].[Cl:12][C:13]1[CH:19]=[C:18]([Cl:20])[CH:17]=[C:16]([Cl:21])[C:14]=1[NH2:15].